From a dataset of Full USPTO retrosynthesis dataset with 1.9M reactions from patents (1976-2016). Predict the reactants needed to synthesize the given product. (1) Given the product [Cl:2][CH2:3][CH2:4][N:5]([CH2:13][CH2:14][Cl:15])[C:6]1[CH:11]=[CH:10][C:9]([NH:12][C:58]([NH:35][C:36]2[C:45]3[C:40](=[CH:41][CH:42]=[C:43]([O:46][CH3:47])[CH:44]=3)[N:39]=[C:38]([C:48]3[CH:49]=[CH:50][C:27]([O:28][CH3:29])=[CH:52][CH:53]=3)[CH:37]=2)=[O:59])=[CH:8][CH:7]=1, predict the reactants needed to synthesize it. The reactants are: Cl.[Cl:2][CH2:3][CH2:4][N:5]([CH2:13][CH2:14][Cl:15])[C:6]1[CH:11]=[CH:10][C:9]([NH2:12])=[CH:8][CH:7]=1.CCN(CC)CC.ClC(Cl)(O[C:27](=O)[O:28][C:29](Cl)(Cl)Cl)Cl.[NH2:35][C:36]1[C:45]2[C:40](=[CH:41][CH:42]=[C:43]([O:46][CH3:47])[CH:44]=2)[N:39]=[C:38]([C:48]2[CH:53]=[CH:52]C=[C:50](OC)[CH:49]=2)[CH:37]=1.C1C[O:59][CH2:58]C1. (2) Given the product [CH3:31][C:30]([CH3:32])([CH3:33])[C@H:22]([N:21]1[CH2:20][CH2:19][N:18]([CH2:34][C:35]2[N:39]([CH3:40])[C:38]3[CH:41]=[CH:42][CH:43]=[CH:44][C:37]=3[N:36]=2)[C:16]1=[O:17])[C:23]([O:25][C:26]([CH3:28])([CH3:27])[CH3:29])=[O:24], predict the reactants needed to synthesize it. The reactants are: C1C2C(CO[C:16]([N:18]([CH2:34][C:35]3[N:39]([CH3:40])[C:38]4[CH:41]=[CH:42][CH:43]=[CH:44][C:37]=4[N:36]=3)[CH2:19][CH2:20][NH:21][C@@H:22]([C:30]([CH3:33])([CH3:32])[CH3:31])[C:23]([O:25][C:26]([CH3:29])([CH3:28])[CH3:27])=[O:24])=[O:17])C3C(=CC=CC=3)C=2C=CC=1.C(NCC)C.C(=O)(OC1C=CC([N+]([O-])=O)=CC=1)OC1C=CC([N+]([O-])=O)=CC=1. (3) The reactants are: [C:1]([O:5][C:6]([C:8]1[S:12][C:11](/[CH:13]=[C:14](\[CH2:18][CH3:19])/[C:15]([OH:17])=[O:16])=[CH:10][CH:9]=1)=[O:7])([CH3:4])([CH3:3])[CH3:2].CO.C(Cl)(Cl)Cl. Given the product [C:1]([O:5][C:6]([C:8]1[S:12][C:11]([CH2:13][CH:14]([CH2:18][CH3:19])[C:15]([OH:17])=[O:16])=[CH:10][CH:9]=1)=[O:7])([CH3:4])([CH3:3])[CH3:2], predict the reactants needed to synthesize it. (4) The reactants are: [CH3:1][O:2][C:3](=[O:63])[C@@H:4]([NH:25][C:26](=[O:62])[C@@H:27]([NH:51]C(OCC1C=CC=CC=1)=O)[CH2:28][C:29]1[CH:34]=[CH:33][C:32]([O:35]CC2C=CC=CC=2)=[C:31]([O:43]CC2C=CC=CC=2)[CH:30]=1)[CH2:5][C:6]1[CH:11]=[CH:10][C:9]([O:12][C:13](=[O:16])[NH:14][CH3:15])=[C:8]([O:17]CC2C=CC=CC=2)[CH:7]=1.C([Cl:71])C1C=CC=CC=1.[H][H]. Given the product [Cl-:71].[OH:43][C:31]1[CH:30]=[C:29]([CH2:28][C@H:27]([NH3+:51])[C:26](=[O:62])[NH:25][C@H:4]([C:3]([O:2][CH3:1])=[O:63])[CH2:5][C:6]2[CH:11]=[CH:10][C:9]([O:12][C:13](=[O:16])[NH:14][CH3:15])=[C:8]([OH:17])[CH:7]=2)[CH:34]=[CH:33][C:32]=1[OH:35], predict the reactants needed to synthesize it. (5) Given the product [Cl:15][C:16]1[CH:17]=[C:18]([NH:19][C:4]([C:6]2[CH:11]=[C:10]([C:12]#[N:13])[CH:9]=[C:8]([CH3:14])[N:7]=2)=[O:5])[CH:20]=[CH:21][CH:22]=1, predict the reactants needed to synthesize it. The reactants are: C(O[C:4]([C:6]1[CH:11]=[C:10]([C:12]#[N:13])[CH:9]=[C:8]([CH3:14])[N:7]=1)=[O:5])C.[Cl:15][C:16]1[CH:17]=[C:18]([CH:20]=[CH:21][CH:22]=1)[NH2:19].